From a dataset of Full USPTO retrosynthesis dataset with 1.9M reactions from patents (1976-2016). Predict the reactants needed to synthesize the given product. (1) Given the product [Br:1][CH:2]([C:6]1[CH:11]=[CH:10][CH:9]=[CH:8][CH:7]=1)[C:3]([O:5][C:6]([CH3:11])([CH3:7])[CH3:2])=[O:4], predict the reactants needed to synthesize it. The reactants are: [Br:1][CH:2]([C:6]1[CH:11]=[CH:10][CH:9]=[CH:8][CH:7]=1)[C:3]([OH:5])=[O:4].Cl(O)(=O)(=O)=O.C(=O)(O)[O-].[Na+]. (2) Given the product [CH3:20][C:19]1[C:14]2[C:15](=[N:16][C:11]([C:8]3[CH:9]=[CH:10][C:5]([OH:4])=[CH:6][CH:7]=3)=[CH:12][C:13]=2[CH2:27][N:28]2[CH2:33][C:32]([CH3:34])([CH3:35])[N:31]([CH2:36][CH2:37][C:38]([F:41])([F:40])[F:39])[CH2:30][C:29]2([CH3:43])[CH3:42])[NH:17][N:18]=1, predict the reactants needed to synthesize it. The reactants are: COC[O:4][C:5]1[CH:10]=[CH:9][C:8]([C:11]2[N:16]=[C:15]3[N:17](C4CCCCO4)[N:18]=[C:19]([CH3:20])[C:14]3=[C:13]([CH2:27][N:28]3[CH2:33][C:32]([CH3:35])([CH3:34])[N:31]([CH2:36][CH2:37][C:38]([F:41])([F:40])[F:39])[CH2:30][C:29]3([CH3:43])[CH3:42])[CH:12]=2)=[CH:7][CH:6]=1.Cl.